Dataset: TCR-epitope binding with 47,182 pairs between 192 epitopes and 23,139 TCRs. Task: Binary Classification. Given a T-cell receptor sequence (or CDR3 region) and an epitope sequence, predict whether binding occurs between them. (1) The epitope is KLSYGIATV. The TCR CDR3 sequence is CASSSDLGGSTDTQYF. Result: 0 (the TCR does not bind to the epitope). (2) The epitope is KRWIILGLNK. The TCR CDR3 sequence is CASSLDSYEQYF. Result: 1 (the TCR binds to the epitope).